Dataset: Full USPTO retrosynthesis dataset with 1.9M reactions from patents (1976-2016). Task: Predict the reactants needed to synthesize the given product. (1) The reactants are: F[P-](F)(F)(F)(F)F.N1(OC(N(C)C)=[N+](C)C)C2N=CC=CC=2N=N1.[Si]([O:32][CH2:33][CH2:34][C:35]1[C:36]([F:53])=[C:37]([CH:50]=[CH:51][CH:52]=1)[CH2:38][N:39]1[CH2:49][CH2:48][C:42]2([O:47][CH2:46][CH2:45][NH:44][CH2:43]2)[CH2:41][CH2:40]1)(C(C)(C)C)(C)C.[CH:54]([C:57]1[N:62]=[C:61]([C:63](O)=[O:64])[CH:60]=[CH:59][CH:58]=1)([CH3:56])[CH3:55].C(N(CC)CC)C. Given the product [F:53][C:36]1[C:35]([CH2:34][CH2:33][OH:32])=[CH:52][CH:51]=[CH:50][C:37]=1[CH2:38][N:39]1[CH2:40][CH2:41][C:42]2([O:47][CH2:46][CH2:45][N:44]([C:63]([C:61]3[CH:60]=[CH:59][CH:58]=[C:57]([CH:54]([CH3:56])[CH3:55])[N:62]=3)=[O:64])[CH2:43]2)[CH2:48][CH2:49]1, predict the reactants needed to synthesize it. (2) Given the product [CH2:1]([C:3]([C:21]1[CH:26]=[CH:25][C:24]([O:27][CH2:35][C@@H:33]2[O:34][C:30](=[O:29])[CH2:31][CH2:32]2)=[C:23]([CH3:28])[CH:22]=1)([C:6]1[CH:11]=[CH:10][C:9]([C:12]#[C:13][C:14]([CH2:15][CH3:16])([OH:17])[CH2:18][CH3:19])=[C:8]([CH3:20])[CH:7]=1)[CH2:4][CH3:5])[CH3:2], predict the reactants needed to synthesize it. The reactants are: [CH2:1]([C:3]([C:21]1[CH:26]=[CH:25][C:24]([OH:27])=[C:23]([CH3:28])[CH:22]=1)([C:6]1[CH:11]=[CH:10][C:9]([C:12]#[C:13][C:14]([CH2:18][CH3:19])([OH:17])[CH2:15][CH3:16])=[C:8]([CH3:20])[CH:7]=1)[CH2:4][CH3:5])[CH3:2].[O:29]=[C:30]1[O:34][C@@H:33]([CH2:35]OS(C2C=CC(C)=CC=2)(=O)=O)[CH2:32][CH2:31]1. (3) Given the product [NH2:25][C:21]1[N:20]=[C:19]([N:7]2[C:6]3[CH:26]=[C:2]([C:36]#[C:35][C:33]([C:30]4[CH:29]=[C:28]([CH3:27])[O:32][N:31]=4)([OH:37])[CH3:34])[CH:3]=[CH:4][C:5]=3[N:9]=[C:8]2[O:10][CH2:11][CH:12]2[CH2:16][O:15][C:14]([CH3:18])([CH3:17])[O:13]2)[CH:24]=[CH:23][N:22]=1, predict the reactants needed to synthesize it. The reactants are: Br[C:2]1[CH:3]=[CH:4][C:5]2[N:9]=[C:8]([O:10][CH2:11][CH:12]3[CH2:16][O:15][C:14]([CH3:18])([CH3:17])[O:13]3)[N:7]([C:19]3[CH:24]=[CH:23][N:22]=[C:21]([NH2:25])[N:20]=3)[C:6]=2[CH:26]=1.[CH3:27][C:28]1[O:32][N:31]=[C:30]([C:33]([OH:37])([C:35]#[CH:36])[CH3:34])[CH:29]=1.C(N(CC)CC)C. (4) The reactants are: [CH2:1]([O:8][C:9]1[CH:10]=[C:11]([CH:15]=[C:16]([O:18][CH3:19])[CH:17]=1)[C:12](Cl)=[O:13])[C:2]1[CH:7]=[CH:6][CH:5]=[CH:4][CH:3]=1.C(N(CC)CC)C.[CH3:27][C:28]([C:30]1[C:35]([NH2:36])=[CH:34][C:33]2[O:37][CH2:38][O:39][C:32]=2[CH:31]=1)=[O:29]. Given the product [C:28]([C:30]1[C:35]([NH:36][C:12](=[O:13])[C:11]2[CH:15]=[C:16]([O:18][CH3:19])[CH:17]=[C:9]([O:8][CH2:1][C:2]3[CH:7]=[CH:6][CH:5]=[CH:4][CH:3]=3)[CH:10]=2)=[CH:34][C:33]2[O:37][CH2:38][O:39][C:32]=2[CH:31]=1)(=[O:29])[CH3:27], predict the reactants needed to synthesize it. (5) Given the product [F:1][C:2]1([F:13])[CH2:3][CH2:4][CH:5]([C:8]([OH:10])=[O:9])[CH2:6][CH2:7]1, predict the reactants needed to synthesize it. The reactants are: [F:1][C:2]1([F:13])[CH2:7][CH2:6][CH:5]([C:8]([O:10]CC)=[O:9])[CH2:4][CH2:3]1.Cl. (6) Given the product [NH2:1][C:2]1[CH:7]=[CH:6][C:5]([Br:18])=[CH:4][C:3]=1[C:8](=[O:10])[CH3:9], predict the reactants needed to synthesize it. The reactants are: [NH2:1][C:2]1[CH:7]=[CH:6][CH:5]=[CH:4][C:3]=1[C:8](=[O:10])[CH3:9].C1C(=O)N([Br:18])C(=O)C1. (7) The reactants are: I[C:2]1[S:3][C:4]2[C:10]([O:11][CH3:12])=[CH:9][CH:8]=[CH:7][C:5]=2[CH:6]=1.[Cu][C:14]#[N:15].CN(C)C=O.C(N)CN. Given the product [CH3:12][O:11][C:10]1[C:4]2[S:3][C:2]([C:14]#[N:15])=[CH:6][C:5]=2[CH:7]=[CH:8][CH:9]=1, predict the reactants needed to synthesize it.